This data is from Reaction yield outcomes from USPTO patents with 853,638 reactions. The task is: Predict the reaction yield, written as a fraction of the theoretical maximum amount of product (1.0 means a 100% yield; for example, 0.34 means a 34% yield). (1) The reactants are Cl[CH2:2][CH2:3][CH2:4][N:5]1[CH:13]=[C:12]2[C:7]([N:8]=[C:9]([C:27]3[CH:32]=[CH:31][C:30]([F:33])=[CH:29][CH:28]=3)[C:10]([C:21]3[CH:26]=[CH:25][N:24]=[CH:23][CH:22]=3)=[C:11]2[C:14]2[CH:19]=[CH:18][C:17]([F:20])=[CH:16][CH:15]=2)=[N:6]1.[C:34](#[N:36])C. The catalyst is CN.CCO. The product is [CH3:34][NH:36][CH2:2][CH2:3][CH2:4][N:5]1[CH:13]=[C:12]2[C:7]([N:8]=[C:9]([C:27]3[CH:32]=[CH:31][C:30]([F:33])=[CH:29][CH:28]=3)[C:10]([C:21]3[CH:26]=[CH:25][N:24]=[CH:23][CH:22]=3)=[C:11]2[C:14]2[CH:19]=[CH:18][C:17]([F:20])=[CH:16][CH:15]=2)=[N:6]1. The yield is 0.290. (2) The reactants are [Br:1][C:2]1[CH:13]=[C:12]([N+:14]([O-])=O)[C:5]([O:6][CH2:7][C:8](OC)=[O:9])=[C:4]([F:17])[CH:3]=1. The catalyst is C(O)(=O)C.[Zn]. The product is [Br:1][C:2]1[CH:3]=[C:4]([F:17])[C:5]2[O:6][CH2:7][C:8](=[O:9])[NH:14][C:12]=2[CH:13]=1. The yield is 0.570. (3) The yield is 0.313. The catalyst is O.[Br-].C([N+](CCCC)(CCCC)CCCC)CCC. The reactants are [F:1][C:2]([F:42])([F:41])[C:3]1[CH:4]=[C:5]([CH:34]=[C:35]([C:37]([F:40])([F:39])[F:38])[CH:36]=1)[CH2:6][N:7]([CH2:14][C:15]1[C:16]([N:25]([CH2:28][CH:29]2[CH2:33][CH2:32][CH2:31][CH2:30]2)[CH2:26][CH3:27])=[N:17][C:18]2[C:23]([CH:24]=1)=[CH:22][CH:21]=[CH:20][CH:19]=2)[CH2:8][C:9]1[N:10]=[N:11][NH:12][N:13]=1.[OH-].[Na+].[CH2:45](Cl)Cl.S(OC)(OC)(=O)=O. The product is [F:38][C:37]([F:40])([F:39])[C:35]1[CH:34]=[C:5]([CH:4]=[C:3]([C:2]([F:1])([F:41])[F:42])[CH:36]=1)[CH2:6][N:7]([CH2:14][C:15]1[C:16]([N:25]([CH2:28][CH:29]2[CH2:33][CH2:32][CH2:31][CH2:30]2)[CH2:26][CH3:27])=[N:17][C:18]2[C:23]([CH:24]=1)=[CH:22][CH:21]=[CH:20][CH:19]=2)[CH2:8][C:9]1[N:10]=[N:11][N:12]([CH3:45])[N:13]=1. (4) The catalyst is C(O)C.O. The reactants are [CH:1]1([NH2:9])[CH2:8][CH2:7][CH2:6][CH2:5][CH2:4][CH2:3][CH2:2]1.C(=O)([O-])[O-].[K+].[K+].[I-].C([N+]1(C)[CH2:29][CH2:28][C:27](=[O:30])[CH2:26][CH2:25]1)C1C=CC=CC=1. The yield is 0.660. The product is [CH:1]1([N:9]2[CH2:29][CH2:28][C:27](=[O:30])[CH2:26][CH2:25]2)[CH2:8][CH2:7][CH2:6][CH2:5][CH2:4][CH2:3][CH2:2]1.